From a dataset of Forward reaction prediction with 1.9M reactions from USPTO patents (1976-2016). Predict the product of the given reaction. (1) Given the reactants [CH2:1]([NH2:9])[CH2:2][C:3]1[CH:8]=[CH:7][CH:6]=[CH:5][CH:4]=1.[C:10](Cl)(=O)[CH3:11], predict the reaction product. The product is: [CH3:10][CH:11]1[C:8]2[C:3](=[CH:4][CH:5]=[CH:6][CH:7]=2)[CH2:2][CH2:1][NH:9]1. (2) Given the reactants [C:1]([NH:9][C:10]1[C:15]([CH3:16])=[CH:14][CH:13]=[CH:12][N:11]=1)(=O)[C:2]1[CH:7]=[CH:6][CH:5]=[CH:4][CH:3]=1.[H-].[Na+], predict the reaction product. The product is: [C:2]1([C:1]2[NH:9][C:10]3[C:15]([CH:16]=2)=[CH:14][CH:13]=[CH:12][N:11]=3)[CH:7]=[CH:6][CH:5]=[CH:4][CH:3]=1. (3) Given the reactants [CH3:1][O:2][C:3]1[CH:8]=[C:7]([O:9][CH3:10])[CH:6]=[CH:5][C:4]=1[C:11]([N:13]1[CH2:20][CH:19]2[CH:15]([CH2:16][NH:17][CH2:18]2)[CH2:14]1)=[O:12].Cl[C:22]1[S:23][C:24]2[CH:30]=[C:29]([O:31][CH3:32])[CH:28]=[CH:27][C:25]=2[N:26]=1, predict the reaction product. The product is: [CH3:1][O:2][C:3]1[CH:8]=[C:7]([O:9][CH3:10])[CH:6]=[CH:5][C:4]=1[C:11]([N:13]1[CH2:20][CH:19]2[CH2:18][N:17]([C:22]3[S:23][C:24]4[CH:30]=[C:29]([O:31][CH3:32])[CH:28]=[CH:27][C:25]=4[N:26]=3)[CH2:16][CH:15]2[CH2:14]1)=[O:12]. (4) Given the reactants [Cl:1][C:2]1[CH:27]=[CH:26][C:5]([O:6][C:7]2[CH:12]=[CH:11][CH:10]=[CH:9][C:8]=2[NH:13][S:14]([C:17]2[CH:25]=[CH:24][C:20]([C:21]([OH:23])=O)=[CH:19][CH:18]=2)(=[O:16])=[O:15])=[C:4]([O:28][CH3:29])[CH:3]=1.[N:30]1([C:39]2[CH:44]=[N:43][CH:42]=[CH:41][N:40]=2)[CH2:35][CH2:34][N:33]([CH2:36][CH2:37][NH2:38])[CH2:32][CH2:31]1, predict the reaction product. The product is: [Cl:1][C:2]1[CH:27]=[CH:26][C:5]([O:6][C:7]2[CH:12]=[CH:11][CH:10]=[CH:9][C:8]=2[NH:13][S:14]([C:17]2[CH:25]=[CH:24][C:20]([C:21]([NH:38][CH2:37][CH2:36][N:33]3[CH2:32][CH2:31][N:30]([C:39]4[CH:44]=[N:43][CH:42]=[CH:41][N:40]=4)[CH2:35][CH2:34]3)=[O:23])=[CH:19][CH:18]=2)(=[O:16])=[O:15])=[C:4]([O:28][CH3:29])[CH:3]=1. (5) Given the reactants Br[C:2]1[C:7]([Br:8])=[CH:6][CH:5]=[CH:4][N:3]=1.[NH:9]1[CH2:14][CH2:13][CH:12]([C:15]([O:17][CH3:18])=[O:16])[CH2:11][CH2:10]1, predict the reaction product. The product is: [Br:8][C:7]1[C:2]([N:9]2[CH2:14][CH2:13][CH:12]([C:15]([O:17][CH3:18])=[O:16])[CH2:11][CH2:10]2)=[N:3][CH:4]=[CH:5][CH:6]=1. (6) Given the reactants P(Cl)(Cl)(Cl)=O.[CH2:6]([O:9][C:10]1[C:11]([C:24](=O)[CH3:25])=[CH:12][C:13]2[C:14]([CH3:23])([CH3:22])[CH2:15][CH2:16][C:17]([CH3:21])([CH3:20])[C:18]=2[CH:19]=1)[CH2:7][CH3:8].C(=O)([O-])O.[Na+].OC(C1C=C2C(=CC=1OCCC)C(C)(C)CCC2(C)C)=CCl.[OH-].[Na+], predict the reaction product. The product is: [C:24]([C:11]1[CH:12]=[C:13]2[C:18](=[CH:19][C:10]=1[O:9][CH2:6][CH2:7][CH3:8])[C:17]([CH3:21])([CH3:20])[CH2:16][CH2:15][C:14]2([CH3:22])[CH3:23])#[CH:25]. (7) The product is: [N:3]1[C:7]2[C:6](=[N:11][CH:10]=[CH:9][CH:8]=2)[N:5]([CH2:13][C:14]2[CH:15]=[C:16]3[S:22][C:21]([S:23][CH3:24])=[N:20][C:17]3=[N:18][CH:19]=2)[CH:4]=1. Given the reactants [H-].[Na+].[N:3]1[C:7]2[CH:8]=[CH:9][CH:10]=[N:11][C:6]=2[NH:5][CH:4]=1.Cl[CH2:13][C:14]1[CH:15]=[C:16]2[S:22][C:21]([S:23][CH3:24])=[N:20][C:17]2=[N:18][CH:19]=1, predict the reaction product.